From a dataset of Forward reaction prediction with 1.9M reactions from USPTO patents (1976-2016). Predict the product of the given reaction. Given the reactants [N+](C1C=CC(O[C:11](=[O:38])[O:12][CH2:13][C:14]2[N:15](CC3C=CN=CC=3)[C:16]([S:22][C:23]3[CH:28]=[C:27]([Cl:29])[CH:26]=[C:25]([Cl:30])[CH:24]=3)=[C:17]([CH:19]([CH3:21])[CH3:20])[N:18]=2)=CC=1)([O-])=O.[CH2:39]([O:41][P:42]([CH2:47][CH2:48][NH2:49])(=[O:46])[O:43][CH2:44][CH3:45])[CH3:40].C([N:53]([CH:56]([CH3:58])C)[CH2:54][CH3:55])(C)C.[CH3:59][C:60]#N, predict the reaction product. The product is: [CH2:44]([O:43][P:42]([CH2:47][CH2:48][NH:49][C:11]([O:12][CH:13]([C:14]1[NH:15][C:16]([S:22][C:23]2[CH:24]=[C:25]([Cl:30])[CH:26]=[C:27]([Cl:29])[CH:28]=2)=[C:17]([CH:19]([CH3:20])[CH3:21])[N:18]=1)[CH2:59][C:60]1[CH:55]=[CH:54][N:53]=[CH:56][CH:58]=1)=[O:38])(=[O:46])[O:41][CH2:39][CH3:40])[CH3:45].